This data is from Forward reaction prediction with 1.9M reactions from USPTO patents (1976-2016). The task is: Predict the product of the given reaction. (1) Given the reactants C(=O)([O-])[O-].[K+].[K+].N1CCC[C@H]1C(O)=O.[C:15]([O:19][C:20]([NH:22][CH:23]1[CH2:28][CH2:27][CH2:26][NH:25][CH2:24]1)=[O:21])([CH3:18])([CH3:17])[CH3:16].I[C:30]1[CH:41]=[CH:40][CH:39]=[CH:38][C:31]=1[O:32][CH2:33][C:34]([O:36][CH3:37])=[O:35], predict the reaction product. The product is: [C:15]([O:19][C:20]([NH:22][CH:23]1[CH2:28][CH2:27][CH2:26][N:25]([C:38]2[CH:39]=[CH:40][CH:41]=[CH:30][C:31]=2[O:32][CH2:33][C:34]([O:36][CH3:37])=[O:35])[CH2:24]1)=[O:21])([CH3:18])([CH3:16])[CH3:17]. (2) The product is: [CH2:25]([N:11]([CH2:9][CH3:10])[C:12](=[O:13])[C:14]1[CH:19]=[CH:18][C:17]([O:20][CH3:21])=[CH:16][C:15]=1[C:2]1[C:7]([CH3:8])=[CH:6][CH:5]=[CH:4][N:3]=1)[CH3:26]. Given the reactants Br[C:2]1[C:7]([CH3:8])=[CH:6][CH:5]=[CH:4][N:3]=1.[CH2:9]([N:11]([CH2:25][CH3:26])[C:12]([C:14]1[CH:19]=[CH:18][C:17]([O:20][CH3:21])=[CH:16][C:15]=1B(O)O)=[O:13])[CH3:10].C(=O)([O-])[O-].[Na+].[Na+], predict the reaction product. (3) Given the reactants C([NH:8][CH2:9][C:10]1[CH:20]=[CH:19][C:13]([CH:14]=[CH:15][C:16]([OH:18])=[O:17])=C[CH:11]=1)(OC(C)(C)C)=O.S(Cl)([Cl:23])=O.[CH3:25]O, predict the reaction product. The product is: [ClH:23].[NH2:8][CH2:9][CH:10]([CH3:11])[CH2:20][CH2:19][CH2:13]/[CH:14]=[CH:15]/[C:16]([O:18][CH3:25])=[O:17]. (4) The product is: [CH3:36][NH:5][C@H:8]1[C:16]2[C:11](=[CH:12][CH:13]=[CH:14][CH:15]=2)[C@H:10]([C:17]2[C:25]3[C:20](=[CH:21][CH:22]=[CH:23][CH:24]=3)[N:19]([S:26]([C:29]3[CH:34]=[CH:33][C:32]([CH3:35])=[CH:31][CH:30]=3)(=[O:28])=[O:27])[CH:18]=2)[CH2:9]1. Given the reactants CB(C)Br.[N:5]([C@H:8]1[C:16]2[C:11](=[CH:12][CH:13]=[CH:14][CH:15]=2)[C@H:10]([C:17]2[C:25]3[C:20](=[CH:21][CH:22]=[CH:23][CH:24]=3)[N:19]([S:26]([C:29]3[CH:34]=[CH:33][C:32]([CH3:35])=[CH:31][CH:30]=3)(=[O:28])=[O:27])[CH:18]=2)[CH2:9]1)=[N+]=[N-].[CH2:36](O)C, predict the reaction product.